Predict the reactants needed to synthesize the given product. From a dataset of Full USPTO retrosynthesis dataset with 1.9M reactions from patents (1976-2016). (1) Given the product [Cl:52][C:47]1[CH:46]=[C:45]([CH:50]=[CH:49][C:48]=1[Cl:51])[CH2:44][O:43][C:40]1[CH:39]=[CH:38][C:37]([C@H:35]2[CH2:34][O:33][C:29]3=[CH:30][C:31]4[CH2:32][C@@H:23]([C:21]([NH:20][C@@H:4]([CH2:5][C:6]5[CH:11]=[CH:10][C:9]([C:12]6[CH:17]=[CH:16][N:15]=[C:14]([CH3:18])[C:13]=6[CH3:19])=[CH:8][CH:7]=5)[C:3]([OH:53])=[O:2])=[O:22])[N:24]([C:61]([N:58]5[CH2:59][CH2:60][C:55]([F:64])([F:54])[CH2:56][CH2:57]5)=[O:62])[CH2:25][C:26]=4[CH:27]=[C:28]3[O:36]2)=[CH:42][CH:41]=1, predict the reactants needed to synthesize it. The reactants are: C[O:2][C:3](=[O:53])[C@@H:4]([NH:20][C:21]([C@@H:23]1[CH2:32][C:31]2[CH:30]=[C:29]3[O:33][CH2:34][C@H:35]([C:37]4[CH:42]=[CH:41][C:40]([O:43][CH2:44][C:45]5[CH:50]=[CH:49][C:48]([Cl:51])=[C:47]([Cl:52])[CH:46]=5)=[CH:39][CH:38]=4)[O:36][C:28]3=[CH:27][C:26]=2[CH2:25][NH:24]1)=[O:22])[CH2:5][C:6]1[CH:11]=[CH:10][C:9]([C:12]2[CH:17]=[CH:16][N:15]=[C:14]([CH3:18])[C:13]=2[CH3:19])=[CH:8][CH:7]=1.[F:54][C:55]1([F:64])[CH2:60][CH2:59][N:58]([C:61](Cl)=[O:62])[CH2:57][CH2:56]1. (2) Given the product [Br:16][C:17]1[CH:22]=[CH:21][C:20]([N:2]2[CH2:3][CH2:4][C:5]3[C:10](=[C:9]([C:11]([OH:13])=[O:12])[CH:8]=[CH:7][CH:6]=3)[CH2:1]2)=[N:19][C:18]=1[C:24]([O:26][C:27]([CH3:30])([CH3:29])[CH3:28])=[O:25], predict the reactants needed to synthesize it. The reactants are: [CH2:1]1[C:10]2[C:5](=[CH:6][CH:7]=[CH:8][C:9]=2[C:11]([O:13]C)=[O:12])[CH2:4][CH2:3][NH:2]1.Cl.[Br:16][C:17]1[C:18]([C:24]([O:26][C:27]([CH3:30])([CH3:29])[CH3:28])=[O:25])=[N:19][C:20](Cl)=[CH:21][CH:22]=1.C(=O)([O-])[O-].[Cs+].[Cs+]. (3) Given the product [OH:1][C:2]1[C:11]([CH2:19][C:18]2[CH:21]=[CH:22][CH:23]=[CH:24][C:17]=2[OH:16])=[C:10]([OH:12])[C:9]([CH2:4][C:3]2[CH:8]=[CH:9][CH:10]=[CH:11][C:2]=2[OH:1])=[C:8]2[C:3]=1[C:4](=[O:15])[CH2:5][C:6]([CH3:13])([CH3:14])[O:7]2, predict the reactants needed to synthesize it. The reactants are: [OH:1][C:2]1[CH:11]=[C:10]([OH:12])[CH:9]=[C:8]2[C:3]=1[C:4](=[O:15])[CH2:5][C:6]([CH3:14])([CH3:13])[O:7]2.[OH:16][C:17]1[CH:24]=[CH:23][CH:22]=[CH:21][C:18]=1[CH2:19]O. (4) Given the product [C:65]([C:68]1[CH:73]=[CH:72][C:71]([NH:74][C:75]([NH:24][CH2:25][CH2:26][CH2:27][N:28]([CH2:29][CH2:30][CH2:31][NH:32][C:33]([NH:34][C:35]2[CH:36]=[CH:37][C:38]([C:41](=[O:43])[CH3:42])=[CH:39][CH:40]=2)=[O:92])[CH2:49][CH2:50][CH2:51][NH:52][C:53]([NH:55][C:56]2[CH:61]=[CH:60][C:59]([C:62](=[O:64])[CH3:63])=[CH:58][CH:57]=2)=[O:54])=[O:76])=[CH:70][CH:69]=1)(=[O:67])[CH3:66], predict the reactants needed to synthesize it. The reactants are: Cl.Cl.Cl.C(NN=C([NH:24][CH2:25][CH2:26][CH2:27][N:28]([CH2:49][CH2:50][CH2:51][NH:52][C:53]([NH:55][C:56]1[CH:61]=[CH:60][C:59]([C:62](=[O:64])[CH3:63])=[CH:58][CH:57]=1)=[O:54])[CH2:29][CH2:30][CH2:31][NH:32][C:33](=NNC(=N)N)[NH:34][C:35]1[CH:40]=[CH:39][C:38]([C:41](=[O:43])[CH3:42])=[CH:37][CH:36]=1)NC1C=CC(C(=NNC(=N)N)C)=CC=1)(=N)N.[C:65]([C:68]1[CH:73]=[CH:72][C:71]([N:74]=[C:75]=[O:76])=[CH:70][CH:69]=1)(=[O:67])[CH3:66].NCCCN(CCCN)CCCN.C([OH:92])C. (5) The reactants are: [F:1][C:2]([F:7])([F:6])[C:3]([OH:5])=[O:4].[F:8][C:9]([F:14])([F:13])[C:10]([OH:12])=[O:11].FC(F)(F)C(O)=O.[Cl:22][C:23]1[CH:24]=[N:25][C:26]2[NH:27][C:28]3[CH:29]=[N:30][CH:31]=[C:32]([CH:54]=3)[CH2:33][CH2:34][C:35]3[CH:43]=[C:39]([NH:40][C:41]=1[N:42]=2)[CH:38]=[CH:37][C:36]=3[NH:44][C:45](=[O:53])[CH2:46][CH:47]1[CH2:52][CH2:51][NH:50][CH2:49][CH2:48]1.[N:55]([C:58]1[CH:63]=[CH:62][CH:61]=[CH:60][C:59]=1[CH3:64])=[C:56]=[O:57]. Given the product [F:1][C:2]([F:7])([F:6])[C:3]([OH:5])=[O:4].[F:8][C:9]([F:14])([F:13])[C:10]([OH:12])=[O:11].[Cl:22][C:23]1[CH:24]=[N:25][C:26]2[NH:27][C:28]3[CH:29]=[N:30][CH:31]=[C:32]([CH:54]=3)[CH2:33][CH2:34][C:35]3[CH:43]=[C:39]([NH:40][C:41]=1[N:42]=2)[CH:38]=[CH:37][C:36]=3[NH:44][C:45](=[O:53])[CH2:46][CH:47]1[CH2:52][CH2:51][N:50]([C:56]([NH:55][C:58]2[CH:63]=[CH:62][CH:61]=[CH:60][C:59]=2[CH3:64])=[O:57])[CH2:49][CH2:48]1, predict the reactants needed to synthesize it.